Dataset: Catalyst prediction with 721,799 reactions and 888 catalyst types from USPTO. Task: Predict which catalyst facilitates the given reaction. (1) Reactant: [C:1]([O:5][C:6]([N:8]1[CH2:13][C@@H:12]([C:14](=[O:37])[NH:15][CH2:16][C:17]2([CH2:31][CH2:32][CH2:33][CH2:34][O:35][CH3:36])[C:30]3[CH:29]=[CH:28][CH:27]=[CH:26][C:25]=3[O:24][C:23]3[C:18]2=[CH:19][CH:20]=[CH:21][CH:22]=3)[CH2:11][C@@H:10]([C:38]([OH:40])=O)[CH2:9]1)=[O:7])([CH3:4])([CH3:3])[CH3:2].[CH2:41]([NH:43][CH2:44][CH2:45][C:46]([CH3:49])([OH:48])[CH3:47])[CH3:42]. Product: [C:1]([O:5][C:6]([N:8]1[CH2:13][C@@H:12]([C:14](=[O:37])[NH:15][CH2:16][C:17]2([CH2:31][CH2:32][CH2:33][CH2:34][O:35][CH3:36])[C:18]3[CH:19]=[CH:20][CH:21]=[CH:22][C:23]=3[O:24][C:25]3[C:30]2=[CH:29][CH:28]=[CH:27][CH:26]=3)[CH2:11][C@@H:10]([C:38](=[O:40])[N:43]([CH2:41][CH3:42])[CH2:44][CH2:45][C:46]([OH:48])([CH3:49])[CH3:47])[CH2:9]1)=[O:7])([CH3:4])([CH3:2])[CH3:3]. The catalyst class is: 66. (2) Reactant: [CH3:1][C:2]1[CH:3]=[C:4]([CH:7]=[C:8]([C:10]([F:13])([F:12])[F:11])[CH:9]=1)[CH2:5]N.C1N2CN3CN(C2)CN1C3.Cl.[OH-:25].[Na+]. Product: [CH3:1][C:2]1[CH:3]=[C:4]([CH:7]=[C:8]([C:10]([F:13])([F:12])[F:11])[CH:9]=1)[CH:5]=[O:25]. The catalyst class is: 86.